From a dataset of Catalyst prediction with 721,799 reactions and 888 catalyst types from USPTO. Predict which catalyst facilitates the given reaction. (1) Reactant: Br[C:2]1[CH:3]=[CH:4][C:5](O)=[C:6]([C:8]2[CH:17]=[CH:16][C:15]3[C:10](=[CH:11][CH:12]=[C:13]([C:18]4[N:22]([CH:23]5[CH2:28][CH2:27][CH2:26][CH2:25][CH2:24]5)[C:21]5[CH:29]=[CH:30][C:31]([C:33]([OH:35])=[O:34])=[CH:32][C:20]=5[N:19]=4)[CH:14]=3)[N:9]=2)[CH:7]=1.C(OC(C1C=C[C:45]2[N:46]([CH:58]3[CH2:63]CCCC3)C(C3C=CC(N)=C(C=O)C=3)=[N:48][C:44]=2C=1)=O)C.N1(C2C=CC(C(=O)C)=CC=2)CCNCC1.[OH-].[K+]. Product: [CH:23]1([N:22]2[C:21]3[CH:29]=[CH:30][C:31]([C:33]([OH:35])=[O:34])=[CH:32][C:20]=3[N:19]=[C:18]2[C:13]2[CH:14]=[C:15]3[C:10](=[CH:11][CH:12]=2)[N:9]=[C:8]([C:6]2[CH:7]=[CH:2][C:3]([N:46]4[CH2:45][CH2:44][NH:48][CH2:63][CH2:58]4)=[CH:4][CH:5]=2)[CH:17]=[CH:16]3)[CH2:28][CH2:27][CH2:26][CH2:25][CH2:24]1. The catalyst class is: 8. (2) Reactant: [Br:1][C:2]1[CH:7]=[C:6]([F:8])[CH:5]=[CH:4][C:3]=1[C@H:9]1[C:14]([C:15]([O:17][CH2:18][CH3:19])=[O:16])=[C:13]([CH3:20])[NH:12][C:11]([C:21]2[S:22][CH:23]=[CH:24][N:25]=2)=[N:10]1.C1C(=O)N([Br:33])C(=O)C1. Product: [Br:1][C:2]1[CH:7]=[C:6]([F:8])[CH:5]=[CH:4][C:3]=1[C@H:9]1[C:14]([C:15]([O:17][CH2:18][CH3:19])=[O:16])=[C:13]([CH2:20][Br:33])[NH:12][C:11]([C:21]2[S:22][CH:23]=[CH:24][N:25]=2)=[N:10]1. The catalyst class is: 53. (3) Reactant: [CH3:1][O:2][C:3]1[CH:8]=[C:7]([CH3:9])[CH:6]=[CH:5][C:4]=1[OH:10].[Br:11][CH2:12][CH2:13][CH2:14]Br.C(=O)([O-])[O-].[Cs+].[Cs+]. Product: [Br:11][CH2:12][CH2:13][CH2:14][O:10][C:4]1[CH:5]=[CH:6][C:7]([CH3:9])=[CH:8][C:3]=1[O:2][CH3:1]. The catalyst class is: 10. (4) Reactant: Br[C:2]1[CH:3]=[N:4][CH:5]=[C:6]([C:8]([S:11]([CH2:14][CH3:15])(=[O:13])=[O:12])([CH3:10])[CH3:9])[CH:7]=1.[B:16]1(B2OC(C)(C)C(C)(C)O2)[O:20]C(C)(C)C(C)(C)[O:17]1.C1(P(C2CCCCC2)C2CCCCC2)CCCCC1.C([O-])(=O)C.[K+]. Product: [CH2:14]([S:11]([C:8]([C:6]1[CH:7]=[C:2]([B:16]([OH:20])[OH:17])[CH:3]=[N:4][CH:5]=1)([CH3:10])[CH3:9])(=[O:13])=[O:12])[CH3:15]. The catalyst class is: 62. (5) Reactant: [O:1]1[C:5]2[CH:6]=[CH:7][C:8]([CH2:10][C:11](O)=[O:12])=[CH:9][C:4]=2[O:3][CH2:2]1.CO. Product: [O:1]1[C:5]2[CH:6]=[CH:7][C:8]([CH2:10][CH2:11][OH:12])=[CH:9][C:4]=2[O:3][CH2:2]1. The catalyst class is: 7. (6) The catalyst class is: 26. Product: [F:1][C:2]1[CH:11]=[CH:10][C:9]([N:12]([CH2:32][C:31]2[CH:30]=[CH:29][C:28]([C:27]#[C:26][C:23]3[CH:22]=[CH:21][C:20]([F:19])=[CH:25][CH:24]=3)=[CH:35][CH:34]=2)[CH2:13][CH2:14][CH2:15][CH2:16][CH2:17][CH3:18])=[CH:8][C:3]=1[C:4]([O:6][CH3:7])=[O:5]. Reactant: [F:1][C:2]1[CH:11]=[CH:10][C:9]([NH:12][CH2:13][CH2:14][CH2:15][CH2:16][CH2:17][CH3:18])=[CH:8][C:3]=1[C:4]([O:6][CH3:7])=[O:5].[F:19][C:20]1[CH:25]=[CH:24][C:23]([C:26]#[C:27][C:28]2[CH:35]=[CH:34][C:31]([CH:32]=O)=[CH:30][CH:29]=2)=[CH:22][CH:21]=1.C(O[BH-](OC(=O)C)OC(=O)C)(=O)C.[Na+].C([O-])(O)=O.[Na+].